This data is from Reaction yield outcomes from USPTO patents with 853,638 reactions. The task is: Predict the reaction yield, written as a fraction of the theoretical maximum amount of product (1.0 means a 100% yield; for example, 0.34 means a 34% yield). (1) The reactants are [Cl:1][C:2]1[C:3]2[S:10][CH:9]=[CH:8][C:4]=2[N:5]=[CH:6][N:7]=1.[Br:11][C:12]1[CH:13]=[C:14]([CH:16]=[CH:17][CH:18]=1)[NH2:15]. The catalyst is COCCO. The product is [ClH:1].[Br:11][C:12]1[CH:13]=[C:14]([CH:16]=[CH:17][CH:18]=1)[NH:15][C:2]1[C:3]2[S:10][CH:9]=[CH:8][C:4]=2[N:5]=[CH:6][N:7]=1. The yield is 0.720. (2) The yield is 0.580. The product is [I:3][C:4]1[CH:9]=[CH:8][C:7]([O:10][CH3:11])=[CH:6][C:5]=1[S:12][C:14]1[N:15]([CH2:24][CH2:25][CH:26]=[C:27]([CH3:29])[CH3:28])[C:16]2[C:21]([N:22]=1)=[C:20]([NH2:23])[N:19]=[CH:18][N:17]=2. The catalyst is CN(C=O)C. The reactants are [H-].[Na+].[I:3][C:4]1[CH:9]=[CH:8][C:7]([O:10][CH3:11])=[CH:6][C:5]=1[SH:12].Br[C:14]1[N:15]([CH2:24][CH2:25][CH:26]=[C:27]([CH3:29])[CH3:28])[C:16]2[C:21]([N:22]=1)=[C:20]([NH2:23])[N:19]=[CH:18][N:17]=2. (3) The reactants are [C:1]([C:3]1[CH:4]=[C:5]([C:16]([O:18]C)=[O:17])[C:6]2[C:7]([CH3:15])=[CH:8][N:9]([CH:12]([CH3:14])[CH3:13])[C:10]=2[CH:11]=1)#[N:2].CO.[OH-].[Na+]. The catalyst is C1COCC1. The product is [C:1]([C:3]1[CH:4]=[C:5]([C:16]([OH:18])=[O:17])[C:6]2[C:7]([CH3:15])=[CH:8][N:9]([CH:12]([CH3:14])[CH3:13])[C:10]=2[CH:11]=1)#[N:2]. The yield is 0.642. (4) The reactants are C[O:2][C:3](=[O:23])[CH:4]([C:11]1[CH:16]=[CH:15][C:14]([S:17]([CH3:20])(=[O:19])=[O:18])=[C:13]([C:21]#[N:22])[CH:12]=1)[CH2:5][CH:6]1[CH2:10][CH2:9][CH2:8][CH2:7]1.[OH-].[Li+]. The catalyst is O1CCCC1. The product is [C:21]([C:13]1[CH:12]=[C:11]([CH:4]([CH2:5][CH:6]2[CH2:7][CH2:8][CH2:9][CH2:10]2)[C:3]([OH:23])=[O:2])[CH:16]=[CH:15][C:14]=1[S:17]([CH3:20])(=[O:18])=[O:19])#[N:22]. The yield is 0.820. (5) The reactants are Cl.[Cl:2][C:3]1[CH:4]=[C:5]([CH2:11][CH2:12][C:13]([OH:15])=O)[CH:6]=[CH:7][C:8]=1[O:9][CH3:10].[NH2:16][C@@H:17]([CH2:35][O:36][CH2:37][C:38]1[CH:43]=[CH:42][CH:41]=[CH:40][CH:39]=1)[C:18]([NH:20][C:21]1[CH:26]=[CH:25][C:24]([O:27][C:28]2[CH:33]=[CH:32][C:31]([F:34])=[CH:30][CH:29]=2)=[CH:23][CH:22]=1)=[O:19]. No catalyst specified. The product is [CH2:37]([O:36][CH2:35][C@H:17]([NH:16][C:13](=[O:15])[CH2:12][CH2:11][C:5]1[CH:6]=[CH:7][C:8]([O:9][CH3:10])=[C:3]([Cl:2])[CH:4]=1)[C:18]([NH:20][C:21]1[CH:26]=[CH:25][C:24]([O:27][C:28]2[CH:33]=[CH:32][C:31]([F:34])=[CH:30][CH:29]=2)=[CH:23][CH:22]=1)=[O:19])[C:38]1[CH:43]=[CH:42][CH:41]=[CH:40][CH:39]=1. The yield is 0.433. (6) The reactants are [N+]([C:4]1[CH:9]=[C:8]([N+:10]([O-])=O)[C:7]([C:13]([F:16])([F:15])[F:14])=[CH:6][C:5]=1/[CH:17]=[CH:18]/[N:19](C)C)([O-])=O. The catalyst is [Ni].C(O)C. The product is [F:16][C:13]([F:14])([F:15])[C:7]1[CH:6]=[C:5]2[C:4](=[CH:9][C:8]=1[NH2:10])[NH:19][CH:18]=[CH:17]2. The yield is 0.140. (7) The reactants are Cl.[CH3:2][O:3][C:4](=[O:11])[C@H:5]([CH2:7][CH:8]([CH3:10])[CH3:9])[NH2:6].[CH2:12]([O:14][C:15](=[O:31])/[CH:16]=[C:17](/[O:20][C:21]1[CH:29]=[CH:28][CH:27]=[C:26]2[C:22]=1[CH:23]=[N:24][N:25]2[CH3:30])\[CH2:18]Br)[CH3:13].C(N(CC)C(C)C)(C)C. The catalyst is C(#N)C. The product is [CH3:2][O:3][C:4](=[O:11])[C@@H:5]([NH:6][CH2:18]/[C:17](/[O:20][C:21]1[CH:29]=[CH:28][CH:27]=[C:26]2[C:22]=1[CH:23]=[N:24][N:25]2[CH3:30])=[CH:16]\[C:15]([O:14][CH2:12][CH3:13])=[O:31])[CH2:7][CH:8]([CH3:10])[CH3:9]. The yield is 0.660. (8) The reactants are [NH2:1][C:2]1[C:3]([C:8]([O:10][CH3:11])=[O:9])=[N:4][CH:5]=[CH:6][N:7]=1.C(=O)([O-])[O-].[Na+].[Na+].[Br:18]Br. The catalyst is C(O)(=O)C.O. The product is [NH2:1][C:2]1[C:3]([C:8]([O:10][CH3:11])=[O:9])=[N:4][C:5]([Br:18])=[CH:6][N:7]=1. The yield is 0.910. (9) The reactants are [NH2:1][C:2]1[CH:3]=[C:4]([CH:15]=[CH:16][C:17]=1[S:18][C:19]1[CH:24]=[CH:23][C:22]([OH:25])=[CH:21][CH:20]=1)[C:5]([NH:7][C:8]1[CH:13]=[CH:12][C:11]([Br:14])=[CH:10][CH:9]=1)=[O:6].C([C:28]1[C:29]([N:34]=[CH:35][N:36]([CH3:38])C)=[N:30][CH:31]=[CH:32][CH:33]=1)#N. No catalyst specified. The product is [Br:14][C:11]1[CH:12]=[CH:13][C:8]([NH:7][C:5](=[O:6])[C:4]2[CH:15]=[CH:16][C:17]([S:18][C:19]3[CH:24]=[CH:23][C:22]([OH:25])=[CH:21][CH:20]=3)=[C:2]([NH:1][C:38]3[C:28]4[CH:33]=[CH:32][CH:31]=[N:30][C:29]=4[N:34]=[CH:35][N:36]=3)[CH:3]=2)=[CH:9][CH:10]=1. The yield is 0.240. (10) The reactants are [CH3:1][C:2]([C:4]([O:6][CH2:7][CH2:8][OH:9])=[O:5])=[CH2:3].[O-2].[Al+3].[O-2].[O-2].[Al+3].[CH3:15][Si:16]([CH3:19])([CH3:18])Cl. The catalyst is C(N(CC)CC)C. The product is [CH3:15][Si:16]([CH3:19])([CH3:18])[O:9][CH2:8][CH2:7][O:6][C:4](=[O:5])[C:2]([CH3:1])=[CH2:3]. The yield is 1.00.